From a dataset of Catalyst prediction with 721,799 reactions and 888 catalyst types from USPTO. Predict which catalyst facilitates the given reaction. Reactant: [C:1]([O:5][C:6](=[O:20])[N:7]([CH2:17][CH:18]=[CH2:19])[CH2:8][CH2:9][C:10]1[CH:15]=[CH:14][C:13]([NH2:16])=[CH:12][CH:11]=1)([CH3:4])([CH3:3])[CH3:2].[CH:21]([C:24]1[CH:29]=[CH:28][C:27]([S:30](Cl)(=[O:32])=[O:31])=[CH:26][CH:25]=1)([CH3:23])[CH3:22]. Product: [C:1]([O:5][C:6](=[O:20])[N:7]([CH2:17][CH:18]=[CH2:19])[CH2:8][CH2:9][C:10]1[CH:15]=[CH:14][C:13]([NH:16][S:30]([C:27]2[CH:28]=[CH:29][C:24]([CH:21]([CH3:23])[CH3:22])=[CH:25][CH:26]=2)(=[O:32])=[O:31])=[CH:12][CH:11]=1)([CH3:3])([CH3:2])[CH3:4]. The catalyst class is: 17.